From a dataset of Forward reaction prediction with 1.9M reactions from USPTO patents (1976-2016). Predict the product of the given reaction. (1) Given the reactants [Na].[CH3:2][O:3][CH:4]([O:16][CH3:17])[C:5]1[CH:12]=[C:11]([S:13][CH3:14])[C:8]([C:9]#[N:10])=[C:7]([OH:15])[N:6]=1.I[CH:19]([CH3:21])[CH3:20], predict the reaction product. The product is: [CH3:17][O:16][CH:4]([O:3][CH3:2])[C:5]1[CH:12]=[C:11]([S:13][CH3:14])[C:8]([C:9]#[N:10])=[C:7]([O:15][CH:19]([CH3:21])[CH3:20])[N:6]=1. (2) Given the reactants [CH3:1][O:2][C:3]1[CH:4]=[C:5]2[C:8](=[CH:9][C:10]=1[O:11][CH3:12])[C@@H:7]([CH2:13][NH2:14])[CH2:6]2.[C:15]1(=O)[CH2:19][CH2:18][CH2:17][CH2:16]1.C(O[BH-](OC(=O)C)OC(=O)C)(=O)C.[Na+].C(O)(=O)C.[OH-].[Na+], predict the reaction product. The product is: [CH3:1][O:2][C:3]1[CH:4]=[C:5]2[C:8](=[CH:9][C:10]=1[O:11][CH3:12])[C@@H:7]([CH2:13][NH:14][CH:15]1[CH2:19][CH2:18][CH2:17][CH2:16]1)[CH2:6]2. (3) Given the reactants [NH2:1][C:2]1[N:11]=[C:10]2[C:5]([CH2:6][CH2:7][C:8]3[C:14]([C:15]([NH2:17])=[O:16])=[C:13](I)[N:12]([CH3:19])[C:9]=32)=[CH:4][N:3]=1.[C:20]1(B(O)O)[CH:25]=[CH:24][CH:23]=[CH:22][CH:21]=1.[Li+].[Cl-].C([O-])([O-])=O.[Na+].[Na+], predict the reaction product. The product is: [NH2:1][C:2]1[N:11]=[C:10]2[C:5]([CH2:6][CH2:7][C:8]3[C:14]([C:15]([NH2:17])=[O:16])=[C:13]([C:20]4[CH:25]=[CH:24][CH:23]=[CH:22][CH:21]=4)[N:12]([CH3:19])[C:9]=32)=[CH:4][N:3]=1. (4) Given the reactants C(O[CH2:5][C:6]1[C:15]2[C:10](=[CH:11][CH:12]=[C:13]([O:16][C:17]3[CH:22]=[C:21]([F:23])[CH:20]=[C:19]([F:24])[CH:18]=3)[CH:14]=2)[C:9]([OH:25])=[C:8]([C:26]([O:28][CH3:29])=[O:27])[N:7]=1)(=O)C.C([O-])([O-])=O.[Na+].[Na+], predict the reaction product. The product is: [OH:25][C:9]1[C:10]2[C:15](=[CH:14][C:13]([O:16][C:17]3[CH:18]=[C:19]([F:24])[CH:20]=[C:21]([F:23])[CH:22]=3)=[CH:12][CH:11]=2)[C:6]([CH3:5])=[N:7][C:8]=1[C:26]([O:28][CH3:29])=[O:27]. (5) Given the reactants [N:1]1([CH2:5][C:6]2[CH:7]=[C:8]([CH:26]=[C:27]([Cl:29])[CH:28]=2)[CH2:9][N:10]2[C:14]3[CH:15]=[CH:16][C:17]4[N:18]([C:19]([CH3:22])=[N:20][N:21]=4)[C:13]=3[CH:12]=[C:11]2[C:23](O)=[O:24])[CH2:4][CH2:3][CH2:2]1.[CH:30]([N:33](CC)C(C)C)(C)C.Cl.CN.CN(C(ON1N=NC2C=CC=NC1=2)=[N+](C)C)C.F[P-](F)(F)(F)(F)F.[C:66]([OH:72])([C:68]([F:71])([F:70])[F:69])=[O:67], predict the reaction product. The product is: [F:69][C:68]([F:71])([F:70])[C:66]([OH:72])=[O:67].[F:69][C:68]([F:71])([F:70])[C:66]([OH:72])=[O:67].[N:1]1([CH2:5][C:6]2[CH:7]=[C:8]([CH:26]=[C:27]([Cl:29])[CH:28]=2)[CH2:9][N:10]2[C:14]3[CH:15]=[CH:16][C:17]4[N:18]([C:19]([CH3:22])=[N:20][N:21]=4)[C:13]=3[CH:12]=[C:11]2[C:23]([NH:33][CH3:30])=[O:24])[CH2:2][CH2:3][CH2:4]1. (6) Given the reactants [CH:1]1[C:10]2[C:5](=[CH:6][CH:7]=[CH:8][CH:9]=2)[CH:4]=[CH:3][C:2]=1[N:11]1[CH2:15][CH2:14][NH:13][C:12]1=[O:16].[CH3:17][O:18][C:19](=[O:27])[C:20]1[CH:25]=[C:24](Br)[CH:23]=[N:22][CH:21]=1.N[C@@H]1CCCC[C@H]1N.P([O-])([O-])([O-])=O.[K+].[K+].[K+], predict the reaction product. The product is: [CH3:17][O:18][C:19](=[O:27])[C:20]1[CH:25]=[C:24]([N:13]2[CH2:14][CH2:15][N:11]([C:2]3[CH:3]=[CH:4][C:5]4[C:10](=[CH:9][CH:8]=[CH:7][CH:6]=4)[CH:1]=3)[C:12]2=[O:16])[CH:23]=[N:22][CH:21]=1. (7) Given the reactants Cl.[NH:2]1[CH:6]=[CH:5][CH:4]=[C:3]1[C:7]1[O:11][N:10]=[C:9]([C@H:12]2[CH2:17][CH2:16][CH2:15][NH:14][CH2:13]2)[N:8]=1.[F:18][C:19]1[N:24]=[CH:23][C:22]([C:25](O)=[O:26])=[CH:21][CH:20]=1, predict the reaction product. The product is: [F:18][C:19]1[N:24]=[CH:23][C:22]([C:25]([N:14]2[CH2:15][CH2:16][CH2:17][C@H:12]([C:9]3[N:8]=[C:7]([C:3]4[NH:2][CH:6]=[CH:5][CH:4]=4)[O:11][N:10]=3)[CH2:13]2)=[O:26])=[CH:21][CH:20]=1. (8) Given the reactants [CH:1]([S:4][C:5]1[C:6]([CH:11]2[CH:15]([C:16]([O:18][CH2:19][CH3:20])=[O:17])[CH2:14][CH2:13][NH:12]2)=[N:7][CH:8]=[CH:9][CH:10]=1)([CH3:3])[CH3:2].CCN(CC)CC.[C:28](O[C:28]([O:30][C:31]([CH3:34])([CH3:33])[CH3:32])=[O:29])([O:30][C:31]([CH3:34])([CH3:33])[CH3:32])=[O:29], predict the reaction product. The product is: [CH:1]([S:4][C:5]1[C:6]([C@H:11]2[C@H:15]([C:16]([O:18][CH2:19][CH3:20])=[O:17])[CH2:14][CH2:13][N:12]2[C:28]([O:30][C:31]([CH3:34])([CH3:33])[CH3:32])=[O:29])=[N:7][CH:8]=[CH:9][CH:10]=1)([CH3:3])[CH3:2]. (9) Given the reactants Cl.Cl.[Cl:3][C:4]1[CH:5]=[C:6]([CH:10]=[CH:11][C:12]=1[O:13][CH3:14])[C:7]([OH:9])=O.C(Cl)CCl.C1C=CC2N(O)N=NC=2C=1.[NH2:29][CH2:30][C:31]1[CH:32]=[C:33]([CH:48]=[CH:49][CH:50]=1)[C:34]([NH:36][C:37]1[CH:46]=[C:45]2[C:40]([CH2:41][CH2:42][N:43]([CH3:47])[CH2:44]2)=[CH:39][CH:38]=1)=[O:35], predict the reaction product. The product is: [Cl:3][C:4]1[CH:5]=[C:6]([CH:10]=[CH:11][C:12]=1[O:13][CH3:14])[C:7]([NH:29][CH2:30][C:31]1[CH:50]=[CH:49][CH:48]=[C:33]([C:34](=[O:35])[NH:36][C:37]2[CH:46]=[C:45]3[C:40]([CH2:41][CH2:42][N:43]([CH3:47])[CH2:44]3)=[CH:39][CH:38]=2)[CH:32]=1)=[O:9]. (10) The product is: [C:13]1(=[O:14])[C:12]2[CH:11]=[CH:10][CH:9]=[CH:8][C:7]=2[CH2:6][CH2:5][CH2:15][NH:1]1. Given the reactants [N-:1]=[N+]=[N-].[Na+].[CH2:5]1[CH2:15][C:13](=[O:14])[C:12]2[C:7](=[CH:8][CH:9]=[CH:10][CH:11]=2)[CH2:6]1.C(=O)([O-])[O-].[K+].[K+], predict the reaction product.